This data is from Forward reaction prediction with 1.9M reactions from USPTO patents (1976-2016). The task is: Predict the product of the given reaction. (1) The product is: [NH2:1][C:2]1[C:7]([CH:8]=[O:9])=[C:6]([F:10])[C:5]([Br:11])=[CH:4][CH:3]=1. Given the reactants [NH2:1][C:2]1[C:7]([CH2:8][OH:9])=[C:6]([F:10])[C:5]([Br:11])=[CH:4][CH:3]=1, predict the reaction product. (2) Given the reactants [Br:1][C:2]1[CH:3]=[C:4]2[C:9](=[CH:10][CH:11]=1)[N:8]=[N:7][CH:6]=[C:5]2Cl.Cl.[C:14]1([CH2:20][CH2:21][NH2:22])[CH:19]=[CH:18][CH:17]=[CH:16][CH:15]=1.CCN(C(C)C)C(C)C, predict the reaction product. The product is: [Br:1][C:2]1[CH:3]=[C:4]2[C:9](=[CH:10][CH:11]=1)[N:8]=[N:7][CH:6]=[C:5]2[NH:22][CH2:21][CH2:20][C:14]1[CH:19]=[CH:18][CH:17]=[CH:16][CH:15]=1.